From a dataset of Retrosynthesis with 50K atom-mapped reactions and 10 reaction types from USPTO. Predict the reactants needed to synthesize the given product. Given the product CC(C)(C)[Si](C)(C)OC/C=C/C(=O)N1C(=O)OC[C@@H]1c1ccccc1, predict the reactants needed to synthesize it. The reactants are: CC(C)(C)[Si](C)(C)OC/C=C/C(=O)O.O=C1N[C@@H](c2ccccc2)CO1.